This data is from Full USPTO retrosynthesis dataset with 1.9M reactions from patents (1976-2016). The task is: Predict the reactants needed to synthesize the given product. (1) The reactants are: [NH2:1][C@@H:2]1[C:8](=[O:9])[N:7]([CH3:10])[C:6]2[CH:11]=[CH:12][CH:13]=[CH:14][C:5]=2[C:4]2[CH:15]=[CH:16][CH:17]=[CH:18][C:3]1=2.[CH3:19][CH:20]([C:24]([NH:26][CH2:27][CH2:28][C:29]([F:35])([F:34])[C:30]([F:33])([F:32])[F:31])=[O:25])[C:21](O)=[O:22]. Given the product [CH3:19][CH:20]([C:24]([NH:26][CH2:27][CH2:28][C:29]([F:34])([F:35])[C:30]([F:32])([F:31])[F:33])=[O:25])[C:21]([NH:1][C@@H:2]1[C:8](=[O:9])[N:7]([CH3:10])[C:6]2[CH:11]=[CH:12][CH:13]=[CH:14][C:5]=2[C:4]2[CH:15]=[CH:16][CH:17]=[CH:18][C:3]1=2)=[O:22], predict the reactants needed to synthesize it. (2) Given the product [CH3:9][O:10][C:11](=[O:29])[CH2:12][C:13]1[CH:18]=[CH:17][CH:16]=[C:15]([O:19][C:20]2[CH:25]=[CH:24][C:23]([Br:26])=[CH:22][C:21]=2[CH2:27][N:3]2[CH2:4][CH2:5][O:1][C:2]2=[O:31])[CH:14]=1, predict the reactants needed to synthesize it. The reactants are: [O:1]1[CH2:5][C:4](=O)[N:3]=[C-:2]1.[H-].[Na+].[CH3:9][O:10][C:11](=[O:29])[CH2:12][C:13]1[CH:18]=[CH:17][CH:16]=[C:15]([O:19][C:20]2[CH:25]=[CH:24][C:23]([Br:26])=[CH:22][C:21]=2[CH2:27]Br)[CH:14]=1.Cl.[O:31]1CCOCC1.